This data is from Catalyst prediction with 721,799 reactions and 888 catalyst types from USPTO. The task is: Predict which catalyst facilitates the given reaction. Reactant: [CH3:1][O:2][C:3]1[CH:8]=[CH:7][N:6]=[C:5]([CH2:9][CH2:10][C:11]2[NH:20][C:14]3=[N:15][CH:16]=[C:17](Br)[CH:18]=[C:13]3[N:12]=2)[CH:4]=1.[F:21][C:22]([F:33])([F:32])[C:23]1[CH:28]=[CH:27][C:26](B(O)O)=[CH:25][CH:24]=1.C(=O)([O-])[O-].[K+].[K+].[Cl-].[Li+]. Product: [CH3:1][O:2][C:3]1[CH:8]=[CH:7][N:6]=[C:5]([CH2:9][CH2:10][C:11]2[NH:20][C:14]3=[N:15][CH:16]=[C:17]([C:26]4[CH:27]=[CH:28][C:23]([C:22]([F:33])([F:32])[F:21])=[CH:24][CH:25]=4)[CH:18]=[C:13]3[N:12]=2)[CH:4]=1. The catalyst class is: 70.